Task: Predict the reaction yield, written as a fraction of the theoretical maximum amount of product (1.0 means a 100% yield; for example, 0.34 means a 34% yield).. Dataset: Reaction yield outcomes from USPTO patents with 853,638 reactions (1) The reactants are [NH2:1][CH:2]([CH:6]1[CH2:11][CH2:10][O:9][CH2:8][CH2:7]1)[C:3]([OH:5])=[O:4].[F:12][C:13]([F:31])([F:30])[C:14]([O:17][C:18](=O)[O:19]C1C=CC([N+]([O-])=O)=CC=1)([CH3:16])[CH3:15].CCN(C(C)C)C(C)C. The catalyst is CC#N.O. The product is [O:9]1[CH2:8][CH2:7][CH:6]([CH:2]([NH:1][C:18]([O:17][C:14]([CH3:16])([CH3:15])[C:13]([F:31])([F:30])[F:12])=[O:19])[C:3]([OH:5])=[O:4])[CH2:11][CH2:10]1. The yield is 0.700. (2) The reactants are [N:1]1([CH:6]([CH2:29][CH2:30][CH2:31][CH3:32])[CH2:7][CH2:8][CH2:9][CH2:10][CH2:11][CH2:12][CH2:13][CH2:14][CH2:15][CH2:16][CH2:17][CH:18](C(OCC)=O)[C:19]([O:21]CC)=[O:20])[CH:5]=[CH:4][N:3]=[CH:2]1.[OH-].[Na+]. The catalyst is CO.O. The product is [N:1]1([CH:6]([CH2:29][CH2:30][CH2:31][CH3:32])[CH2:7][CH2:8][CH2:9][CH2:10][CH2:11][CH2:12][CH2:13][CH2:14][CH2:15][CH2:16][CH2:17][CH2:18][C:19]([OH:21])=[O:20])[CH:5]=[CH:4][N:3]=[CH:2]1. The yield is 0.680. (3) The reactants are [C:1]([C:5]1[CH:10]=[C:9]([Br:11])[C:8]([N+:12]([O-])=O)=[CH:7][C:6]=1[OH:15])([CH3:4])([CH3:3])[CH3:2]. The catalyst is CO.[Ni]. The product is [C:1]([C:5]1[CH:10]=[C:9]([Br:11])[C:8]([NH2:12])=[CH:7][C:6]=1[OH:15])([CH3:4])([CH3:2])[CH3:3]. The yield is 0.700. (4) The yield is 0.170. The product is [N:23]1([CH2:6][CH2:7][N:8]2[CH:12]=[C:11]([C:13]3[CH:18]=[C:17]([C:19]([OH:21])=[O:20])[CH:16]=[CH:15][N:14]=3)[N:10]=[CH:9]2)[C:32]2[C:27](=[CH:28][CH:29]=[CH:30][CH:31]=2)[CH2:26][CH2:25][CH2:24]1. The reactants are CS(O[CH2:6][CH2:7][N:8]1[CH:12]=[C:11]([C:13]2[CH:18]=[C:17]([C:19]([O:21]C)=[O:20])[CH:16]=[CH:15][N:14]=2)[N:10]=[CH:9]1)(=O)=O.[NH:23]1[C:32]2[C:27](=[CH:28][CH:29]=[CH:30][CH:31]=2)[CH2:26][CH2:25][CH2:24]1. No catalyst specified. (5) The reactants are [Cl:1][C:2]1[N:7]=[C:6]([NH:8][CH2:9][CH2:10][NH:11][C:12](=[O:14])[CH3:13])[C:5](I)=[CH:4][N:3]=1.[S:16]1[CH:20]=[CH:19][CH:18]=[C:17]1B(O)O. No catalyst specified. The product is [Cl:1][C:2]1[N:7]=[C:6]([NH:8][CH2:9][CH2:10][NH:11][C:12](=[O:14])[CH3:13])[C:5]([C:17]2[S:16][CH:20]=[CH:19][CH:18]=2)=[CH:4][N:3]=1. The yield is 0.790. (6) The reactants are [OH:1][CH:2]([C:20]([CH3:24])([CH3:23])[CH2:21][OH:22])[C:3]([NH:5][C:6]1[C:11]([CH3:12])=[CH:10][C:9]([O:13][CH2:14][CH2:15][CH2:16][CH2:17][OH:18])=[CH:8][C:7]=1[CH3:19])=[O:4].CO[C:27](OC)([CH3:29])[CH3:28].C([O-])(O)=O.[Na+]. The catalyst is O1CCOCC1.CCOC(C)=O.CC1C=CC(S(O)(=O)=O)=CC=1.O. The product is [OH:18][CH2:17][CH2:16][CH2:15][CH2:14][O:13][C:9]1[CH:10]=[C:11]([CH3:12])[C:6]([NH:5][C:3]([CH:2]2[C:20]([CH3:24])([CH3:23])[CH2:21][O:22][C:27]([CH3:29])([CH3:28])[O:1]2)=[O:4])=[C:7]([CH3:19])[CH:8]=1. The yield is 0.670. (7) The reactants are [NH2:1][C:2]1[S:10][C:9]2[N:8]=[C:7]3[CH2:11][CH2:12][CH2:13][CH2:14][CH2:15][C:6]3=[C:5]([C:16]3[S:17][CH:18]=[CH:19][CH:20]=3)[C:4]=2[C:3]=1[C:21]#[N:22].[F:23][C:24]([F:35])([F:34])[C:25]1[CH:26]=[C:27]([CH:31]=[CH:32][CH:33]=1)[C:28](Cl)=[O:29]. The catalyst is CN(C1C=CN=CC=1)C.N1C=CC=CC=1. The product is [C:21]([C:3]1[C:4]2[C:5]([C:16]3[S:17][CH:18]=[CH:19][CH:20]=3)=[C:6]3[CH2:15][CH2:14][CH2:13][CH2:12][CH2:11][C:7]3=[N:8][C:9]=2[S:10][C:2]=1[NH:1][C:28](=[O:29])[C:27]1[CH:31]=[CH:32][CH:33]=[C:25]([C:24]([F:23])([F:34])[F:35])[CH:26]=1)#[N:22]. The yield is 0.260.